This data is from Reaction yield outcomes from USPTO patents with 853,638 reactions. The task is: Predict the reaction yield, written as a fraction of the theoretical maximum amount of product (1.0 means a 100% yield; for example, 0.34 means a 34% yield). (1) The reactants are [CH3:1][C:2]1[O:6][N:5]=[C:4]([C:7]2[CH:12]=[CH:11][CH:10]=[CH:9][CH:8]=2)[C:3]=1[CH2:13][O:14][C:15]1[CH:23]=[CH:22][C:18]([C:19]([OH:21])=O)=[CH:17][N:16]=1.[NH2:24][C:25]1([C:28]#[N:29])[CH2:27][CH2:26]1. No catalyst specified. The product is [C:28]([C:25]1([NH:24][C:19](=[O:21])[C:18]2[CH:22]=[CH:23][C:15]([O:14][CH2:13][C:3]3[C:4]([C:7]4[CH:8]=[CH:9][CH:10]=[CH:11][CH:12]=4)=[N:5][O:6][C:2]=3[CH3:1])=[N:16][CH:17]=2)[CH2:27][CH2:26]1)#[N:29]. The yield is 0.510. (2) The reactants are S(Cl)([Cl:4])(=O)=O.S[C:7]1[S:8][C:9]2[CH:15]=[CH:14][C:13]([C:16]([F:19])([F:18])[F:17])=[CH:12][C:10]=2[N:11]=1. No catalyst specified. The product is [Cl:4][C:7]1[S:8][C:9]2[CH:15]=[CH:14][C:13]([C:16]([F:19])([F:18])[F:17])=[CH:12][C:10]=2[N:11]=1. The yield is 0.940. (3) The reactants are [Cl:1][C:2]1[C:19]([F:20])=[CH:18][CH:17]=[C:16]([F:21])[C:3]=1[CH2:4][N:5]1[CH2:10][CH2:9][NH:8][C:7]2[N:11]=[CH:12][C:13](I)=[CH:14][C:6]1=2.[N:22]1([CH:27]2[CH2:32][CH2:31][N:30]([C:33]([C:35]3[CH:40]=[CH:39][C:38](B4OC(C)(C)C(C)(C)O4)=[CH:37][CH:36]=3)=[O:34])[CH2:29][CH2:28]2)[CH2:26][CH2:25][CH2:24][CH2:23]1. No catalyst specified. The product is [Cl:1][C:2]1[C:19]([F:20])=[CH:18][CH:17]=[C:16]([F:21])[C:3]=1[CH2:4][N:5]1[CH2:10][CH2:9][NH:8][C:7]2[N:11]=[CH:12][C:13]([C:38]3[CH:39]=[CH:40][C:35]([C:33]([N:30]4[CH2:29][CH2:28][CH:27]([N:22]5[CH2:23][CH2:24][CH2:25][CH2:26]5)[CH2:32][CH2:31]4)=[O:34])=[CH:36][CH:37]=3)=[CH:14][C:6]1=2. The yield is 0.360. (4) The reactants are [I:1][C:2]1[CH:3]=[N:4][CH:5]=[CH:6][C:7]=1[CH2:8]O.P(Br)(Br)[Br:11].C(Cl)Cl. The catalyst is C1COCC1. The product is [BrH:11].[Br:11][CH2:8][C:7]1[CH:6]=[CH:5][N:4]=[CH:3][C:2]=1[I:1]. The yield is 0.866. (5) The reactants are [CH2:1]([O:8][CH2:9][C@@H:10]1[O:15][CH2:14][CH2:13][NH:12][CH2:11]1)[C:2]1[CH:7]=[CH:6][CH:5]=[CH:4][CH:3]=1.C([O-])([O-])=O.[K+].[K+].[CH3:22][C:23]([O:26][C:27](O[C:27]([O:26][C:23]([CH3:25])([CH3:24])[CH3:22])=[O:28])=[O:28])([CH3:25])[CH3:24]. The catalyst is CC(C)=O.O. The product is [CH2:1]([O:8][CH2:9][C@@H:10]1[O:15][CH2:14][CH2:13][N:12]([C:27]([O:26][C:23]([CH3:25])([CH3:24])[CH3:22])=[O:28])[CH2:11]1)[C:2]1[CH:3]=[CH:4][CH:5]=[CH:6][CH:7]=1. The yield is 0.440. (6) The reactants are [CH:1]([N:4]1[C:8]([C:9]2[N:18]=[C:17]3[N:11]([CH2:12][CH2:13][O:14][C:15]4[CH:22]=[C:21]([O:23]C)[N:20]=[CH:19][C:16]=43)[CH:10]=2)=[N:7][CH:6]=[N:5]1)([CH3:3])[CH3:2].Br. The catalyst is C(O)(=O)C. The product is [CH:1]([N:4]1[C:8]([C:9]2[N:18]=[C:17]3[N:11]([CH2:12][CH2:13][O:14][C:15]4[CH:22]=[C:21]([OH:23])[N:20]=[CH:19][C:16]=43)[CH:10]=2)=[N:7][CH:6]=[N:5]1)([CH3:3])[CH3:2]. The yield is 0.690.